This data is from HIV replication inhibition screening data with 41,000+ compounds from the AIDS Antiviral Screen. The task is: Binary Classification. Given a drug SMILES string, predict its activity (active/inactive) in a high-throughput screening assay against a specified biological target. (1) The compound is CC1(Cc2ccccc2)C[N+]12CCCCC2.[O-][Cl+3]([O-])([O-])O. The result is 0 (inactive). (2) The compound is CC(O)C(O)C(N)CC=O. The result is 0 (inactive). (3) The molecule is CC1=C2C3CCCC(C3=O)C(C)C2CC1=O. The result is 0 (inactive).